Dataset: Full USPTO retrosynthesis dataset with 1.9M reactions from patents (1976-2016). Task: Predict the reactants needed to synthesize the given product. (1) Given the product [CH3:24][O:25][C:26]([C:28]1[CH:33]=[N:32][C:31]([O:8][C:5]2[CH:6]=[CH:7][C:2]([Cl:1])=[C:3]([CH:9]([CH3:23])[C:10]([C:16]3[CH:21]=[CH:20][N:19]=[C:18]([Cl:22])[CH:17]=3)([OH:15])[C:11]([F:14])([F:13])[F:12])[CH:4]=2)=[CH:30][N:29]=1)=[O:27], predict the reactants needed to synthesize it. The reactants are: [Cl:1][C:2]1[CH:7]=[CH:6][C:5]([OH:8])=[CH:4][C:3]=1[CH:9]([CH3:23])[C:10]([C:16]1[CH:21]=[CH:20][N:19]=[C:18]([Cl:22])[CH:17]=1)([OH:15])[C:11]([F:14])([F:13])[F:12].[CH3:24][O:25][C:26]([C:28]1[CH:33]=[N:32][C:31](Cl)=[CH:30][N:29]=1)=[O:27]. (2) Given the product [Br:11][C:5]1[CH:6]=[C:7]([N+:8]([O-:10])=[O:9])[C:2]([C:15]2[CH:16]=[CH:17][C:18]([C:19]([O:21][CH3:22])=[O:20])=[C:13]([F:12])[CH:14]=2)=[N:3][CH:4]=1, predict the reactants needed to synthesize it. The reactants are: Br[C:2]1[C:7]([N+:8]([O-:10])=[O:9])=[CH:6][C:5]([Br:11])=[CH:4][N:3]=1.[F:12][C:13]1[CH:14]=[C:15](B(O)O)[CH:16]=[CH:17][C:18]=1[C:19]([O:21][CH3:22])=[O:20].